Dataset: Forward reaction prediction with 1.9M reactions from USPTO patents (1976-2016). Task: Predict the product of the given reaction. (1) Given the reactants C(O[BH-](OC(=O)C)OC(=O)C)(=O)C.[Na+].C(O)(=O)C.[NH:19]1[CH2:24][CH2:23][CH:22]([OH:25])[CH2:21][CH2:20]1.[O:26]1[CH2:29][C:28](=O)[CH2:27]1, predict the reaction product. The product is: [O:26]1[CH2:29][CH:28]([N:19]2[CH2:24][CH2:23][CH:22]([OH:25])[CH2:21][CH2:20]2)[CH2:27]1. (2) Given the reactants [Cl:1][C:2]1[CH:43]=[CH:42][C:5]([CH2:6][N:7]2[C:15]3[C:10](=[N:11][C:12]([C:22]([O:24][CH3:25])=[O:23])=[N:13][C:14]=3[NH:16][C@@H:17]([CH:19]3[CH2:21][CH2:20]3)[CH3:18])[N:9]=[C:8]2[C:26]2[CH:31]=[C:30]([CH3:32])[CH:29]=[CH:28][C:27]=2[O:33][CH2:34][CH2:35][CH2:36]OS(C)(=O)=O)=[CH:4][CH:3]=1.[NH:44]1[CH2:49][CH2:48][O:47][CH2:46][CH2:45]1.C(N(CC)CC)C, predict the reaction product. The product is: [Cl:1][C:2]1[CH:3]=[CH:4][C:5]([CH2:6][N:7]2[C:15]3[C:10](=[N:11][C:12]([C:22]([O:24][CH3:25])=[O:23])=[N:13][C:14]=3[NH:16][C@@H:17]([CH:19]3[CH2:20][CH2:21]3)[CH3:18])[N:9]=[C:8]2[C:26]2[CH:31]=[C:30]([CH3:32])[CH:29]=[CH:28][C:27]=2[O:33][CH2:34][CH2:35][CH2:36][N:44]2[CH2:49][CH2:48][O:47][CH2:46][CH2:45]2)=[CH:42][CH:43]=1. (3) Given the reactants [C:1]([N:4]1[C:12]2[C:7](=[CH:8][CH:9]=[CH:10][CH:11]=2)[CH2:6][C@H:5]1[CH2:13][O:14][C:15]1[CH:16]=[C:17]2[C:21](=[CH:22][CH:23]=1)[N:20]([CH2:24][C:25]1[CH:30]=[CH:29][C:28]([C:31]3[N:32]=[N:33][C:34]([O:37][CH3:38])=[CH:35][CH:36]=3)=[CH:27][CH:26]=1)[C:19]([CH2:39][C:40]([CH3:45])([CH3:44])[C:41]([OH:43])=[O:42])=[C:18]2[S:46][C:47]([CH3:50])([CH3:49])[CH3:48])(=[O:3])[CH3:2].[N+:51]([O-:61])([O:53][CH2:54][CH2:55][CH2:56][CH2:57][CH2:58][CH2:59]Br)=[O:52], predict the reaction product. The product is: [N+:51]([O:53][CH2:54][CH2:55][CH2:56][CH2:57][CH2:58][CH2:59][O:42][C:41](=[O:43])[C:40]([CH3:44])([CH3:45])[CH2:39][C:19]1[N:20]([CH2:24][C:25]2[CH:30]=[CH:29][C:28]([C:31]3[N:32]=[N:33][C:34]([O:37][CH3:38])=[CH:35][CH:36]=3)=[CH:27][CH:26]=2)[C:21]2[C:17]([C:18]=1[S:46][C:47]([CH3:50])([CH3:49])[CH3:48])=[CH:16][C:15]([O:14][CH2:13][C@@H:5]1[CH2:6][C:7]3[C:12](=[CH:11][CH:10]=[CH:9][CH:8]=3)[N:4]1[C:1](=[O:3])[CH3:2])=[CH:23][CH:22]=2)([O-:61])=[O:52]. (4) Given the reactants C([O:3][C:4](=[O:35])[CH2:5][S:6][C:7]1[CH:12]=[CH:11][C:10]([O:13][CH2:14][CH2:15][CH:16]([O:18][C:19]2[CH:24]=[CH:23][C:22]([CH2:25][CH3:26])=[CH:21][C:20]=2[O:27][C:28]2[CH:33]=[CH:32][CH:31]=[CH:30][CH:29]=2)[CH3:17])=[CH:9][C:8]=1[CH3:34])C.[OH-].[Na+].Cl, predict the reaction product. The product is: [CH2:25]([C:22]1[CH:23]=[CH:24][C:19]([O:18][C@H:16]([CH3:17])[CH2:15][CH2:14][O:13][C:10]2[CH:11]=[CH:12][C:7]([S:6][CH2:5][C:4]([OH:35])=[O:3])=[C:8]([CH3:34])[CH:9]=2)=[C:20]([O:27][C:28]2[CH:29]=[CH:30][CH:31]=[CH:32][CH:33]=2)[CH:21]=1)[CH3:26]. (5) The product is: [ClH:15].[NH2:14][CH2:13][C:6]1([C:4]([OH:5])=[O:3])[CH2:8][CH:7]1[CH2:9][CH:10]([CH3:12])[CH3:11]. Given the reactants C([O:3][C:4]([C:6]1([CH2:13][NH2:14])[CH2:8][CH:7]1[CH2:9][CH:10]([CH3:12])[CH3:11])=[O:5])C.[ClH:15], predict the reaction product.